Dataset: Forward reaction prediction with 1.9M reactions from USPTO patents (1976-2016). Task: Predict the product of the given reaction. (1) Given the reactants [CH:1]1[C:9]2[C:8]3[CH:10]=[CH:11][CH:12]=[CH:13][C:7]=3[O:6][C:5]=2[CH:4]=[CH:3][C:2]=1[CH2:14]O.O=S(Cl)[Cl:18], predict the reaction product. The product is: [Cl:18][CH2:14][C:2]1[CH:3]=[CH:4][C:5]2[O:6][C:7]3[CH:13]=[CH:12][CH:11]=[CH:10][C:8]=3[C:9]=2[CH:1]=1. (2) Given the reactants [OH:1][P:2]([O-:5])([OH:4])=[O:3].[K+].C(O)(=O)CC(CC(O)=O)(C(O)=O)O.[O:20]=[CH:21][C@@H:22]([C@H:24]([C@@H:26]([C@@H:28]([CH2:30]O)[OH:29])[OH:27])[OH:25])O.[NH4+].[OH-].C(O)C([NH2:40])(CO)CO.[Na+].[Cl-], predict the reaction product. The product is: [P:2]([O:5][CH2:30][C@H:28]1[O:29][CH:21]([OH:20])[C@H:22]([NH2:40])[C@@H:24]([OH:25])[C@@H:26]1[OH:27])([OH:4])([OH:1])=[O:3]. (3) Given the reactants [Br:1][C:2]1[C:7]([F:8])=[CH:6][C:5]([OH:9])=[C:4]([O:10][CH3:11])[CH:3]=1.[F:12][C:13]([F:26])([F:25])[S:14](O[S:14]([C:13]([F:26])([F:25])[F:12])(=[O:16])=[O:15])(=[O:16])=[O:15].O.COC(C)(C)C, predict the reaction product. The product is: [Br:1][C:2]1[C:7]([F:8])=[CH:6][C:5]([O:9][S:14]([C:13]([F:26])([F:25])[F:12])(=[O:16])=[O:15])=[C:4]([O:10][CH3:11])[CH:3]=1. (4) Given the reactants C[O:2][C:3](=[O:36])[C@H:4]([CH:33]([CH3:35])[CH3:34])[NH:5][C:6](=[O:32])[C@H:7]([CH:29]([CH3:31])[CH3:30])[NH:8][C:9](=[O:28])[C@H:10]([CH2:19][O:20][CH2:21][C:22]1[CH:27]=[CH:26][CH:25]=[CH:24][CH:23]=1)[NH:11][C:12]([O:14][C:15]([CH3:18])([CH3:17])[CH3:16])=[O:13].C([O-])(O)=O.[Na+], predict the reaction product. The product is: [C:15]([O:14][C:12]([NH:11][C@H:10]([C:9]([NH:8][C@H:7]([C:6]([NH:5][C@H:4]([C:3]([OH:36])=[O:2])[CH:33]([CH3:34])[CH3:35])=[O:32])[CH:29]([CH3:31])[CH3:30])=[O:28])[CH2:19][O:20][CH2:21][C:22]1[CH:27]=[CH:26][CH:25]=[CH:24][CH:23]=1)=[O:13])([CH3:16])([CH3:18])[CH3:17]. (5) Given the reactants Br[C:2]1[CH:7]=[CH:6][C:5]([NH:8][C:9]2[CH:19]=[CH:18][C:12]([C:13]([O:15][CH2:16][CH3:17])=[O:14])=[CH:11][CH:10]=2)=[C:4]([C:20]#[N:21])[CH:3]=1.C1(C)C=CC=CC=1.C(=O)([O-])[O-].[Na+].[Na+].[Cl:35][C:36]1[CH:37]=[C:38](B(O)O)[CH:39]=[CH:40][C:41]=1[Cl:42], predict the reaction product. The product is: [Cl:35][C:36]1[CH:37]=[C:38]([C:2]2[CH:7]=[CH:6][C:5]([NH:8][C:9]3[CH:19]=[CH:18][C:12]([C:13]([O:15][CH2:16][CH3:17])=[O:14])=[CH:11][CH:10]=3)=[C:4]([C:20]#[N:21])[CH:3]=2)[CH:39]=[CH:40][C:41]=1[Cl:42]. (6) The product is: [N+:23]([C:26]1[CH:27]=[C:28]([CH:31]=[CH:32][CH:33]=1)[CH2:29][N:6]1[CH:10]=[CH:9][N:8]=[C:7]1[C:11]1[CH:16]=[CH:15][N:14]=[CH:13][CH:12]=1)([O-:25])=[O:24]. Given the reactants CN(C=O)C.[NH:6]1[CH:10]=[CH:9][N:8]=[C:7]1[C:11]1[CH:16]=[CH:15][N:14]=[CH:13][CH:12]=1.C(=O)([O-])[O-].[Na+].[Na+].[N+:23]([C:26]1[CH:27]=[C:28]([CH:31]=[CH:32][CH:33]=1)[CH2:29]Cl)([O-:25])=[O:24], predict the reaction product. (7) Given the reactants [CH:1]1([NH:4][C:5]2[C:10]([CH2:11][NH:12][C:13]3[C:18]([F:19])=[C:17]([O:20][CH3:21])[CH:16]=[C:15]([O:22][CH3:23])[C:14]=3[F:24])=[CH:9][N:8]=[C:7]([S:25][CH3:26])[N:6]=2)[CH2:3][CH2:2]1.[H-].[Na+].C1N=CN([C:34](N2C=NC=C2)=[O:35])C=1, predict the reaction product. The product is: [CH:1]1([N:4]2[C:5]3=[N:6][C:7]([S:25][CH3:26])=[N:8][CH:9]=[C:10]3[CH2:11][N:12]([C:13]3[C:18]([F:19])=[C:17]([O:20][CH3:21])[CH:16]=[C:15]([O:22][CH3:23])[C:14]=3[F:24])[C:34]2=[O:35])[CH2:3][CH2:2]1.